The task is: Predict the product of the given reaction.. This data is from Forward reaction prediction with 1.9M reactions from USPTO patents (1976-2016). (1) Given the reactants [H-].[Na+].[I-].[CH3:4][S+](C)C.[CH2:8]([C:12]1[CH:17]=[CH:16][C:15]([C:18](=[CH2:22])[C:19](=[O:21])[CH3:20])=[CH:14][CH:13]=1)[CH2:9][CH2:10][CH3:11], predict the reaction product. The product is: [CH2:8]([C:12]1[CH:13]=[CH:14][C:15]([C:18]2([C:19](=[O:21])[CH3:20])[CH2:4][CH2:22]2)=[CH:16][CH:17]=1)[CH2:9][CH2:10][CH3:11]. (2) The product is: [N:5]1([CH2:4][C:3]([O:2][CH3:1])=[O:12])[CH:6]=[CH:11][CH:10]=[CH:9]1. Given the reactants [CH3:1][O:2][C:3](=[O:12])[CH2:4][N:5]([CH2:9][CH:10]=[CH2:11])[CH2:6]C=C, predict the reaction product. (3) The product is: [CH3:1][O:2][C:3]([C:4]1[CH:5]=[C:6]2[C:7]([CH:33]=[C:34]([CH2:43][N:44]([CH3:46])[CH3:45])[N:11]2[S:12]([CH3:15])(=[O:14])=[O:13])=[CH:8][CH:9]=1)=[O:16]. Given the reactants [CH3:1][O:2][C:3](=[O:16])[C:4]1[CH:9]=[CH:8][C:7](I)=[C:6]([NH:11][S:12]([CH3:15])(=[O:14])=[O:13])[CH:5]=1.N1C2C(=CC=CC=2)C=C1.COC(C1C=C2C(=CC=1)N(S(C)(=O)=O)[C:34]([CH2:43][N:44]([CH3:46])[CH3:45])=[CH:33]2)=O, predict the reaction product. (4) Given the reactants [C:1]1([C:7]2[CH:8]=[C:9]3[C:13](=[C:14]([C:16]([NH2:18])=[O:17])[CH:15]=2)[NH:12][CH:11]=[C:10]3[CH2:19][CH:20]2[CH2:25][CH2:24][CH2:23][NH:22][CH2:21]2)[CH:6]=[CH:5][CH:4]=[CH:3][CH:2]=1.CCN(C(C)C)C(C)C.[C:35](Cl)(=[O:37])[CH3:36], predict the reaction product. The product is: [C:1]1([C:7]2[CH:8]=[C:9]3[C:13](=[C:14]([C:16]([NH2:18])=[O:17])[CH:15]=2)[NH:12][CH:11]=[C:10]3[CH2:19][CH:20]2[CH2:25][CH2:24][CH2:23][N:22]([C:35](=[O:37])[CH3:36])[CH2:21]2)[CH:2]=[CH:3][CH:4]=[CH:5][CH:6]=1.